From a dataset of NCI-60 drug combinations with 297,098 pairs across 59 cell lines. Regression. Given two drug SMILES strings and cell line genomic features, predict the synergy score measuring deviation from expected non-interaction effect. (1) Drug 1: CCC1=CC2CC(C3=C(CN(C2)C1)C4=CC=CC=C4N3)(C5=C(C=C6C(=C5)C78CCN9C7C(C=CC9)(C(C(C8N6C)(C(=O)OC)O)OC(=O)C)CC)OC)C(=O)OC.C(C(C(=O)O)O)(C(=O)O)O. Drug 2: C(CCl)NC(=O)N(CCCl)N=O. Cell line: RXF 393. Synergy scores: CSS=27.6, Synergy_ZIP=-0.418, Synergy_Bliss=-0.211, Synergy_Loewe=-15.4, Synergy_HSA=-0.434. (2) Drug 1: CCCS(=O)(=O)NC1=C(C(=C(C=C1)F)C(=O)C2=CNC3=C2C=C(C=N3)C4=CC=C(C=C4)Cl)F. Drug 2: CCC1(CC2CC(C3=C(CCN(C2)C1)C4=CC=CC=C4N3)(C5=C(C=C6C(=C5)C78CCN9C7C(C=CC9)(C(C(C8N6C=O)(C(=O)OC)O)OC(=O)C)CC)OC)C(=O)OC)O.OS(=O)(=O)O. Cell line: A498. Synergy scores: CSS=19.1, Synergy_ZIP=2.07, Synergy_Bliss=8.64, Synergy_Loewe=1.73, Synergy_HSA=6.60. (3) Drug 1: C1CCC(C1)C(CC#N)N2C=C(C=N2)C3=C4C=CNC4=NC=N3. Drug 2: C1CCC(C(C1)N)N.C(=O)(C(=O)[O-])[O-].[Pt+4]. Cell line: NCI-H522. Synergy scores: CSS=20.0, Synergy_ZIP=-3.35, Synergy_Bliss=4.22, Synergy_Loewe=4.21, Synergy_HSA=5.76.